Dataset: NCI-60 drug combinations with 297,098 pairs across 59 cell lines. Task: Regression. Given two drug SMILES strings and cell line genomic features, predict the synergy score measuring deviation from expected non-interaction effect. (1) Drug 1: CC(C)(C#N)C1=CC(=CC(=C1)CN2C=NC=N2)C(C)(C)C#N. Drug 2: C1=NC2=C(N1)C(=S)N=CN2. Cell line: OVCAR-4. Synergy scores: CSS=28.9, Synergy_ZIP=-1.09, Synergy_Bliss=0.453, Synergy_Loewe=-2.25, Synergy_HSA=1.09. (2) Drug 1: C1=CC(=CC=C1CC(C(=O)O)N)N(CCCl)CCCl.Cl. Drug 2: CC1C(C(CC(O1)OC2CC(OC(C2O)C)OC3=CC4=CC5=C(C(=O)C(C(C5)C(C(=O)C(C(C)O)O)OC)OC6CC(C(C(O6)C)O)OC7CC(C(C(O7)C)O)OC8CC(C(C(O8)C)O)(C)O)C(=C4C(=C3C)O)O)O)O. Cell line: HCT-15. Synergy scores: CSS=18.1, Synergy_ZIP=-2.66, Synergy_Bliss=-1.22, Synergy_Loewe=-4.99, Synergy_HSA=-5.32. (3) Drug 1: CCC1(CC2CC(C3=C(CCN(C2)C1)C4=CC=CC=C4N3)(C5=C(C=C6C(=C5)C78CCN9C7C(C=CC9)(C(C(C8N6C)(C(=O)OC)O)OC(=O)C)CC)OC)C(=O)OC)O.OS(=O)(=O)O. Synergy scores: CSS=1.23, Synergy_ZIP=0.863, Synergy_Bliss=1.69, Synergy_Loewe=-2.44, Synergy_HSA=0.572. Drug 2: C1CC(=O)NC(=O)C1N2C(=O)C3=CC=CC=C3C2=O. Cell line: PC-3.